Task: Regression. Given a peptide amino acid sequence and an MHC pseudo amino acid sequence, predict their binding affinity value. This is MHC class I binding data.. Dataset: Peptide-MHC class I binding affinity with 185,985 pairs from IEDB/IMGT (1) The peptide sequence is SLGDPLHQA. The MHC is HLA-A80:01 with pseudo-sequence HLA-A80:01. The binding affinity (normalized) is 0.0847. (2) The peptide sequence is PILPKLFIL. The MHC is HLA-A03:01 with pseudo-sequence HLA-A03:01. The binding affinity (normalized) is 0.0847. (3) The peptide sequence is YELWPTKW. The MHC is Mamu-B3901 with pseudo-sequence Mamu-B3901. The binding affinity (normalized) is 0. (4) The peptide sequence is LVSSGNTLY. The MHC is HLA-B57:01 with pseudo-sequence HLA-B57:01. The binding affinity (normalized) is 0.213.